From a dataset of Forward reaction prediction with 1.9M reactions from USPTO patents (1976-2016). Predict the product of the given reaction. (1) Given the reactants [CH2:1]([C:8]1([C:15]#[C:16][Si:17]([CH3:20])([CH3:19])[CH3:18])[CH2:13][CH2:12][C:11](=[O:14])[CH2:10][CH2:9]1)[C:2]1[CH:7]=[CH:6][CH:5]=[CH:4][CH:3]=1.C([N-]C(C)C)(C)C.[Li+].C1([Se]Cl)C=CC=CC=1.OO, predict the reaction product. The product is: [CH2:1]([C:8]1([C:15]#[C:16][Si:17]([CH3:19])([CH3:18])[CH3:20])[CH2:13][CH2:12][C:11](=[O:14])[CH:10]=[CH:9]1)[C:2]1[CH:7]=[CH:6][CH:5]=[CH:4][CH:3]=1. (2) Given the reactants [F:1][CH:2]([F:17])[C:3]1[CH:12]=[C:11]([O:13]COC)[CH:10]=[CH:9][C:4]=1[C:5]([O:7][CH3:8])=[O:6].Cl.C(O)C, predict the reaction product. The product is: [F:1][CH:2]([F:17])[C:3]1[CH:12]=[C:11]([OH:13])[CH:10]=[CH:9][C:4]=1[C:5]([O:7][CH3:8])=[O:6].